This data is from Peptide-MHC class I binding affinity with 185,985 pairs from IEDB/IMGT. The task is: Regression. Given a peptide amino acid sequence and an MHC pseudo amino acid sequence, predict their binding affinity value. This is MHC class I binding data. (1) The peptide sequence is GTGVGKTSQ. The MHC is HLA-A02:01 with pseudo-sequence HLA-A02:01. The binding affinity (normalized) is 0. (2) The peptide sequence is RTLNAWVKL. The MHC is Mamu-B08 with pseudo-sequence Mamu-B08. The binding affinity (normalized) is 0.322. (3) The peptide sequence is ELLSHVGQA. The MHC is HLA-A11:01 with pseudo-sequence HLA-A11:01. The binding affinity (normalized) is 0.0847.